Predict the product of the given reaction. From a dataset of Forward reaction prediction with 1.9M reactions from USPTO patents (1976-2016). (1) Given the reactants [CH3:1][C:2]1([CH3:28])[CH2:7][CH:6]([N:8]2[C:16](=[O:17])[C:15]3[C:10](=[CH:11][CH:12]=[CH:13][CH:14]=3)[C:9]2=[O:18])[CH:5]=[C:4]([C:19]2[CH:24]=[CH:23][N:22]=[CH:21][C:20]=2[N+:25]([O-])=O)[CH2:3]1.[H][H], predict the reaction product. The product is: [NH2:25][C:20]1[CH:21]=[N:22][CH:23]=[CH:24][C:19]=1[C:4]1[CH2:3][C:2]([CH3:28])([CH3:1])[CH2:7][CH:6]([N:8]2[C:9](=[O:18])[C:10]3[C:15](=[CH:14][CH:13]=[CH:12][CH:11]=3)[C:16]2=[O:17])[CH:5]=1. (2) Given the reactants [NH:1]1[C:9]2[C:4](=[CH:5][CH:6]=[CH:7][CH:8]=2)[C:3]([CH2:10][C:11]#[N:12])=[CH:2]1.[C:13](O[C:13]([O:15][C:16]([CH3:19])([CH3:18])[CH3:17])=[O:14])([O:15][C:16]([CH3:19])([CH3:18])[CH3:17])=[O:14], predict the reaction product. The product is: [C:11]([CH2:10][C:3]1[C:4]2[C:9](=[CH:8][CH:7]=[CH:6][CH:5]=2)[N:1]([C:13]([O:15][C:16]([CH3:19])([CH3:18])[CH3:17])=[O:14])[CH:2]=1)#[N:12]. (3) Given the reactants [C:1]([C:4]1[CH:9]=[CH:8][CH:7]=[CH:6][CH:5]=1)(=O)[CH3:2].[C:10]1([C@@H:16]([NH2:18])[CH3:17])[CH:15]=[CH:14][CH:13]=[CH:12][CH:11]=1, predict the reaction product. The product is: [C:4]1([CH2:1][CH:2]=[N:18][C@H:16]([C:10]2[CH:15]=[CH:14][CH:13]=[CH:12][CH:11]=2)[CH3:17])[CH:9]=[CH:8][CH:7]=[CH:6][CH:5]=1. (4) Given the reactants [C:1]([O:5][C:6](=[O:41])[NH:7][C@H:8]1[CH2:13][CH2:12][C@@H:11]([N:14]2[C:19](=[O:20])[C:18]3[CH:21]=[C:22]([F:25])[CH:23]=[N:24][C:17]=3[N:16]([C:26]3[CH:27]=[C:28]([C:32]4[CH:37]=[CH:36][C:35]([CH:38]=O)=[CH:34][CH:33]=4)[CH:29]=[CH:30][CH:31]=3)[C:15]2=[O:40])[CH2:10][CH2:9]1)([CH3:4])([CH3:3])[CH3:2].[CH3:42][C@H:43]1[CH2:48][NH:47][CH2:46][C@@H:45]([CH3:49])[NH:44]1, predict the reaction product. The product is: [CH3:42][C@H:43]1[NH:44][C@@H:45]([CH3:49])[CH2:46][N:47]([CH2:38][C:35]2[CH:36]=[CH:37][C:32]([C:28]3[CH:29]=[CH:30][CH:31]=[C:26]([N:16]4[C:17]5[N:24]=[CH:23][C:22]([F:25])=[CH:21][C:18]=5[C:19](=[O:20])[N:14]([C@@H:11]5[CH2:12][CH2:13][C@H:8]([NH:7][C:6](=[O:41])[O:5][C:1]([CH3:4])([CH3:2])[CH3:3])[CH2:9][CH2:10]5)[C:15]4=[O:40])[CH:27]=3)=[CH:33][CH:34]=2)[CH2:48]1.